The task is: Binary Classification. Given a drug SMILES string, predict its activity (active/inactive) in a high-throughput screening assay against a specified biological target.. This data is from HIV replication inhibition screening data with 41,000+ compounds from the AIDS Antiviral Screen. The molecule is COc1ccc2c(ccc3nc(CCC(=O)O)n(C)c(=O)c32)c1. The result is 0 (inactive).